From a dataset of Forward reaction prediction with 1.9M reactions from USPTO patents (1976-2016). Predict the product of the given reaction. (1) Given the reactants Br[C:2]1[CH:3]=[CH:4][C:5]2[N:6]([C:8]([C:11]([NH:13][C:14]3[CH:19]=[C:18]([C:20]4[N:24]=[C:23]([CH3:25])[O:22][N:21]=4)[CH:17]=[CH:16][C:15]=3[CH3:26])=[O:12])=[CH:9][N:10]=2)[CH:7]=1.CC1(C)C(C)(C)[O:31][B:30](B2OC(C)(C)C(C)(C)O2)[O:29]1.C([O-])(=O)C.[K+], predict the reaction product. The product is: [CH3:26][C:15]1[CH:16]=[CH:17][C:18]([C:20]2[N:24]=[C:23]([CH3:25])[O:22][N:21]=2)=[CH:19][C:14]=1[NH:13][C:11]([C:8]1[N:6]2[CH:7]=[C:2]([B:30]([OH:31])[OH:29])[CH:3]=[CH:4][C:5]2=[N:10][CH:9]=1)=[O:12]. (2) Given the reactants [CH3:1][O:2][C:3]1[CH:4]=[C:5]([CH:10]=[C:11](OS(C(F)(F)F)(=O)=O)[CH:12]=1)[C:6]([O:8][CH3:9])=[O:7].[NH:21]1[C:29]2[C:24](=[CH:25][C:26](B(O)O)=[CH:27][CH:28]=2)[CH:23]=[CH:22]1.P([O-])([O-])([O-])=O.[K+].[K+].[K+].COCCOC, predict the reaction product. The product is: [NH:21]1[C:29]2[C:24](=[CH:25][C:26]([C:11]3[CH:10]=[C:5]([CH:4]=[C:3]([O:2][CH3:1])[CH:12]=3)[C:6]([O:8][CH3:9])=[O:7])=[CH:27][CH:28]=2)[CH:23]=[CH:22]1. (3) Given the reactants [CH3:1][S:2]([O:5][C@H:6]1[C@H:10]([O:11][C:12]2[CH:17]=[CH:16][C:15]([Br:18])=[CH:14][CH:13]=2)[CH2:9]O[CH2:7]1)(=[O:4])=[O:3].Br[C:20]1C=CC(O[C@@H]2CCC[C@H]2O)=CC=1, predict the reaction product. The product is: [CH3:1][S:2]([O:5][C@@H:6]1[CH2:7][CH2:20][CH2:9][C@H:10]1[O:11][C:12]1[CH:13]=[CH:14][C:15]([Br:18])=[CH:16][CH:17]=1)(=[O:3])=[O:4]. (4) Given the reactants [Cl:1][C:2]1[N:7]=[C:6]([CH2:8][C:9]([C:11]2[CH:12]=[CH:13][C:14]([O:19][CH3:20])=[C:15]([CH:18]=2)[C:16]#[N:17])=O)[CH:5]=[CH:4][N:3]=1.Cl[C:22]1[N:27]=[C:26](/[CH:28]=[C:29](/[C:31]2C=CC(OC)=C(C=2)C#N)\O)C=C[N:23]=1.C1C(=O)N(Br)C(=O)C1.NC1C=CC=CN=1.C([O-])(O)=O.[Na+], predict the reaction product. The product is: [Cl:1][C:2]1[N:7]=[C:6]([C:8]2[N:27]3[CH:26]=[CH:28][CH:29]=[CH:31][C:22]3=[N:23][C:9]=2[C:11]2[CH:12]=[CH:13][C:14]([O:19][CH3:20])=[C:15]([CH:18]=2)[C:16]#[N:17])[CH:5]=[CH:4][N:3]=1. (5) Given the reactants C(OC([NH:11][NH:12][C:13]([C:15]1[CH:16]=[C:17]([CH:22]=[CH:23][CH:24]=1)[C:18]([O:20][CH3:21])=[O:19])=[O:14])=O)C1C=CC=CC=1.[H][H], predict the reaction product. The product is: [NH:12]([C:13]([C:15]1[CH:16]=[C:17]([CH:22]=[CH:23][CH:24]=1)[C:18]([O:20][CH3:21])=[O:19])=[O:14])[NH2:11].